This data is from Forward reaction prediction with 1.9M reactions from USPTO patents (1976-2016). The task is: Predict the product of the given reaction. (1) Given the reactants [Cl-].[CH:2]1[C:10]2[C:9]3[CH:11]=[CH:12][CH:13]=[CH:14][C:8]=3[O:7][C:6]=2[C:5]([C:15]2[CH:37]=[CH:36][C:18]3[N:19]([C:28]4[CH:33]=[C:32]([CH3:34])[CH:31]=[C:30]([CH3:35])[CH:29]=4)[CH:20]=[N+:21]([C:22]4[CH:27]=[CH:26][CH:25]=[CH:24][CH:23]=4)[C:17]=3[CH:16]=2)=[CH:4][CH:3]=1.[CH3:38][OH:39], predict the reaction product. The product is: [CH:2]1[C:10]2[C:9]3[CH:11]=[CH:12][CH:13]=[CH:14][C:8]=3[O:7][C:6]=2[C:5]([C:15]2[CH:37]=[CH:36][C:18]3[N:19]([C:28]4[CH:33]=[C:32]([CH3:34])[CH:31]=[C:30]([CH3:35])[CH:29]=4)[CH:20]([O:39][CH3:38])[N:21]([C:22]4[CH:27]=[CH:26][CH:25]=[CH:24][CH:23]=4)[C:17]=3[CH:16]=2)=[CH:4][CH:3]=1. (2) Given the reactants [CH3:1][O:2][C:3]1[CH:4]=[C:5]([Mg]Br)[CH:6]=[CH:7][CH:8]=1.C[O:12][C:13](=[O:20])[C:14](=[O:19])[CH:15]=[C:16]([CH3:18])[CH3:17].C[Si](C)(C)Cl.Cl, predict the reaction product. The product is: [CH3:1][O:2][C:3]1[CH:4]=[C:5]([C:16]([CH3:18])([CH3:17])[CH2:15][C:14](=[O:19])[C:13]([OH:20])=[O:12])[CH:6]=[CH:7][CH:8]=1. (3) The product is: [ClH:24].[ClH:57].[CH:36]1([NH:39][C:40]([C:42]2[C:50]3[CH:49]=[C:48]([C:51]4[C:56]([Cl:57])=[CH:55][N:54]=[C:53]([NH:58][CH2:59][CH2:60][CH2:61][CH:62]5[CH2:63][CH2:64][N:65]([CH2:3][CH3:4])[CH2:66][CH2:67]5)[N:52]=4)[S:47][C:46]=3[CH:45]=[CH:44][CH:43]=2)=[O:41])[CH2:37][CH2:38]1. Given the reactants Cl.Cl.[CH:3]1(NC(C2C3C=C(C4C([Cl:24])=CN=C(NCCC5CCN(CC)CC5)N=4)SC=3C=CC=2)=O)C[CH2:4]1.[CH:36]1([NH:39][C:40]([C:42]2[C:50]3[CH:49]=[C:48]([C:51]4[C:56]([Cl:57])=[CH:55][N:54]=[C:53]([NH:58][CH2:59][CH2:60][CH2:61][CH:62]5[CH2:67][CH2:66][NH:65][CH2:64][CH2:63]5)[N:52]=4)[S:47][C:46]=3[CH:45]=[CH:44][CH:43]=2)=[O:41])[CH2:38][CH2:37]1.ICC, predict the reaction product. (4) Given the reactants Cl.[CH:2]1([C:7]2[O:11][N:10]=[C:9]([CH:12]3[CH2:17][CH2:16][CH2:15][NH:14][CH2:13]3)[N:8]=2)[CH2:6][CH2:5][CH2:4][CH2:3]1.[F:18][C:19]1[CH:27]=[CH:26][C:22]([C:23](Cl)=[O:24])=[CH:21][CH:20]=1, predict the reaction product. The product is: [F:18][C:19]1[CH:27]=[CH:26][C:22]([C:23]([N:14]2[CH2:15][CH2:16][CH2:17][CH:12]([C:9]3[N:8]=[C:7]([CH:2]4[CH2:3][CH2:4][CH2:5][CH2:6]4)[O:11][N:10]=3)[CH2:13]2)=[O:24])=[CH:21][CH:20]=1. (5) The product is: [C:1]([SiH2:5][O:6][C:7]([CH3:17])([CH3:16])[C:8]1[CH:15]=[CH:14][C:11]([CH:12]=[N:19][OH:20])=[CH:10][CH:9]=1)([CH3:4])([CH3:3])[CH3:2]. Given the reactants [C:1]([SiH2:5][O:6][C:7]([CH3:17])([CH3:16])[C:8]1[CH:15]=[CH:14][C:11]([CH:12]=O)=[CH:10][CH:9]=1)([CH3:4])([CH3:3])[CH3:2].Cl.[NH2:19][OH:20].N1C=CC=CC=1, predict the reaction product. (6) Given the reactants [NH:1]1[CH2:6][CH2:5][O:4][CH2:3][CH2:2]1.Cl[C:8]1[CH:13]=[CH:12][C:11]([N+:14]([O-:16])=[O:15])=[CH:10][C:9]=1[O:17][CH3:18], predict the reaction product. The product is: [CH3:18][O:17][C:9]1[CH:10]=[C:11]([N+:14]([O-:16])=[O:15])[CH:12]=[CH:13][C:8]=1[N:1]1[CH2:6][CH2:5][O:4][CH2:3][CH2:2]1.